Dataset: Reaction yield outcomes from USPTO patents with 853,638 reactions. Task: Predict the reaction yield, written as a fraction of the theoretical maximum amount of product (1.0 means a 100% yield; for example, 0.34 means a 34% yield). The reactants are [Cl:1][C:2]1[CH:8]=[C:7]([I:9])[CH:6]=[CH:5][C:3]=1[NH2:4].[C:10](OC(=O)C)(=[O:12])[CH3:11]. The catalyst is O1CCCC1. The product is [Cl:1][C:2]1[CH:8]=[C:7]([I:9])[CH:6]=[CH:5][C:3]=1[NH:4][C:10](=[O:12])[CH3:11]. The yield is 0.840.